From a dataset of Full USPTO retrosynthesis dataset with 1.9M reactions from patents (1976-2016). Predict the reactants needed to synthesize the given product. (1) The reactants are: [CH:1]1([NH:4][C:5]2[C:6]([NH2:12])=[CH:7][CH:8]=[C:9]([F:11])[CH:10]=2)[CH2:3][CH2:2]1.[OH:13][C:14]([C:17]1[CH:18]=[C:19]([CH:23]=O)[CH:20]=[N:21][CH:22]=1)([CH3:16])[CH3:15].OOS([O-])=O.[K+].C(=O)([O-])[O-].[K+].[K+]. Given the product [CH:1]1([N:4]2[C:5]3[CH:10]=[C:9]([F:11])[CH:8]=[CH:7][C:6]=3[N:12]=[C:23]2[C:19]2[CH:18]=[C:17]([C:14]([OH:13])([CH3:15])[CH3:16])[CH:22]=[N:21][CH:20]=2)[CH2:3][CH2:2]1, predict the reactants needed to synthesize it. (2) Given the product [CH:20]1([CH2:15][N:9]2[C:10]([CH2:22][NH2:23])=[CH:11][C:7]([C:6]([F:13])([F:12])[F:5])=[N:8]2)[CH2:18][CH2:19]1, predict the reactants needed to synthesize it. The reactants are: [H-].[Na+].N#N.[F:5][C:6]([F:13])([F:12])[C:7]1[CH:11]=[CH:10][NH:9][N:8]=1.C(Cl)[C:15]1[CH:20]=[CH:19][CH:18]=CC=1.[CH3:22][N:23](C=O)C. (3) Given the product [F:15][C:16]1[C:21]([C:22]([F:23])([F:24])[F:25])=[C:20]([F:26])[CH:19]=[CH:18][C:17]=1[C:27]1[N:28]=[C:29]([NH:32][C:39](=[O:54])[CH2:40][C:7]2[C:6]3[C:5](=[O:12])[N:4]([CH3:13])[C:3](=[O:14])[N:2]([CH3:1])[C:10]=3[S:9][CH:8]=2)[S:30][CH:31]=1, predict the reactants needed to synthesize it. The reactants are: [CH3:1][N:2]1[C:7]2=[CH:8][S:9][C:10](C)=[C:6]2[C:5](=[O:12])[N:4]([CH3:13])[C:3]1=[O:14].[F:15][C:16]1[C:21]([C:22]([F:25])([F:24])[F:23])=[C:20]([F:26])[CH:19]=[CH:18][C:17]=1[C:27]1[N:28]=[C:29]([NH2:32])[S:30][CH:31]=1.CCN=C=NC[CH2:39][CH2:40]N(C)C.Cl.C1C=CC2N([OH:54])N=NC=2C=1. (4) Given the product [Br:16][C:12]1[CH:13]=[C:14]([F:15])[C:9]([CH2:8][C:4]2[CH:5]=[CH:6][CH:7]=[C:2]([C:22]3[CH:21]=[CH:20][C:19]([F:18])=[CH:24][C:23]=3[F:25])[N:3]=2)=[C:10]([F:17])[CH:11]=1, predict the reactants needed to synthesize it. The reactants are: Br[C:2]1[CH:7]=[CH:6][CH:5]=[C:4]([CH2:8][C:9]2[C:14]([F:15])=[CH:13][C:12]([Br:16])=[CH:11][C:10]=2[F:17])[N:3]=1.[F:18][C:19]1[CH:24]=[C:23]([F:25])[CH:22]=[CH:21][C:20]=1B(O)O.C(O)C.C([O-])([O-])=O.[Na+].[Na+]. (5) Given the product [OH:3][CH2:4][CH2:5][CH:6]1[S:10][C:9]([C:11]2[NH:12][C:13]3[C:18]([CH:19]=2)=[CH:17][CH:16]=[CH:15][C:14]=3[N:20]([CH3:21])[S:22]([C:25]2[CH:30]=[CH:29][CH:28]=[CH:27][C:26]=2[O:31][CH3:32])(=[O:24])=[O:23])=[N:8][CH2:7]1, predict the reactants needed to synthesize it. The reactants are: C([O:3][C:4](=O)[CH2:5][CH:6]1[S:10][C:9]([C:11]2[NH:12][C:13]3[C:18]([CH:19]=2)=[CH:17][CH:16]=[CH:15][C:14]=3[N:20]([S:22]([C:25]2[CH:30]=[CH:29][CH:28]=[CH:27][C:26]=2[O:31][CH3:32])(=[O:24])=[O:23])[CH3:21])=[N:8][CH2:7]1)C.[BH4-].[Li+].O1CCCC1.C(O)(=O)CC(CC(O)=O)(C(O)=O)O.